This data is from Full USPTO retrosynthesis dataset with 1.9M reactions from patents (1976-2016). The task is: Predict the reactants needed to synthesize the given product. (1) Given the product [CH:3]12[O:24][CH:4]1[CH2:5][N:1]([C:6]([O:8][CH2:9][C:10]1[CH:15]=[CH:14][CH:13]=[CH:12][CH:11]=1)=[O:7])[CH2:2]2, predict the reactants needed to synthesize it. The reactants are: [N:1]1([C:6]([O:8][CH2:9][C:10]2[CH:15]=[CH:14][CH:13]=[CH:12][CH:11]=2)=[O:7])[CH2:5][CH:4]=[CH:3][CH2:2]1.ClC1C=CC=C(C(OO)=[O:24])C=1.S(S([O-])=O)([O-])(=O)=O.[Na+].[Na+]. (2) Given the product [OH:1][C:2]([CH3:34])([CH3:35])[CH2:3][C@@:4]1([C:28]2[CH:33]=[CH:32][CH:31]=[CH:30][CH:29]=2)[O:9][C:8](=[O:10])[N:7]([C@H:11]([C:13]2[CH:14]=[CH:15][C:16]([C:37]3[CH:42]=[CH:41][N:40]([C@H:43]4[CH2:47][CH2:46][O:45][CH2:44]4)[C:39](=[O:48])[CH:38]=3)=[CH:17][CH:18]=2)[CH3:12])[CH2:6][CH2:5]1, predict the reactants needed to synthesize it. The reactants are: [OH:1][C:2]([CH3:35])([CH3:34])[CH2:3][C@@:4]1([C:28]2[CH:33]=[CH:32][CH:31]=[CH:30][CH:29]=2)[O:9][C:8](=[O:10])[N:7]([C@H:11]([C:13]2[CH:18]=[CH:17][C:16](B3OC(C)(C)C(C)(C)O3)=[CH:15][CH:14]=2)[CH3:12])[CH2:6][CH2:5]1.Br[C:37]1[CH:42]=[CH:41][N:40]([C@H:43]2[CH2:47][CH2:46][O:45][CH2:44]2)[C:39](=[O:48])[CH:38]=1. (3) Given the product [Br:1][C:2]1[CH:9]=[CH:8][CH:7]=[C:4]([CH:5]=[CH:12][N+:13]([O-:15])=[O:14])[C:3]=1[CH2:10][CH3:11], predict the reactants needed to synthesize it. The reactants are: [Br:1][C:2]1[C:3]([CH2:10][CH3:11])=[C:4]([CH:7]=[CH:8][CH:9]=1)[CH:5]=O.[CH3:12][N+:13]([O-:15])=[O:14].